From a dataset of Full USPTO retrosynthesis dataset with 1.9M reactions from patents (1976-2016). Predict the reactants needed to synthesize the given product. Given the product [Cl:34][C:35]1[CH:40]=[CH:39][CH:38]=[CH:37][C:36]=1[C:2]1[C:22]([O:23][CH3:24])=[CH:21][C:5]2[N:6]([CH3:20])[C:7](=[O:19])[CH2:8][N:9]=[C:10]([C:11]3[CH:12]=[C:13]([CH:16]=[CH:17][CH:18]=3)[C:14]#[N:15])[C:4]=2[CH:3]=1, predict the reactants needed to synthesize it. The reactants are: Br[C:2]1[C:22]([O:23][CH3:24])=[CH:21][C:5]2[N:6]([CH3:20])[C:7](=[O:19])[CH2:8][N:9]=[C:10]([C:11]3[CH:12]=[C:13]([CH:16]=[CH:17][CH:18]=3)[C:14]#[N:15])[C:4]=2[CH:3]=1.C1(B(O)O)C=CC=CC=1.[Cl:34][C:35]1[CH:40]=[CH:39][CH:38]=[CH:37][C:36]=1B(O)O.